This data is from Catalyst prediction with 721,799 reactions and 888 catalyst types from USPTO. The task is: Predict which catalyst facilitates the given reaction. (1) Reactant: [CH3:1][C:2]1[C:11]2[C:6](=[CH:7][CH:8]=[CH:9][CH:10]=2)[N:5]=[C:4]([CH2:12][N:13]2[C:22](=[O:23])[C:21]3[N:20]([CH2:24][C:25]#[C:26][CH3:27])[C:19]([N:28]4[CH2:33][CH2:32][CH2:31][C@@H:30]([N:34]5C(=O)C6=CC=CC=C6C5=O)[CH2:29]4)=[N:18][C:17]=3[N:16]([CH3:45])[C:14]2=[O:15])[N:3]=1.C(CN)O.C(Cl)Cl.C(OC)(C)(C)C. Product: [CH3:1][C:2]1[C:11]2[C:6](=[CH:7][CH:8]=[CH:9][CH:10]=2)[N:5]=[C:4]([CH2:12][N:13]2[C:22](=[O:23])[C:21]3[N:20]([CH2:24][C:25]#[C:26][CH3:27])[C:19]([N:28]4[CH2:33][CH2:32][CH2:31][C@@H:30]([NH2:34])[CH2:29]4)=[N:18][C:17]=3[N:16]([CH3:45])[C:14]2=[O:15])[N:3]=1. The catalyst class is: 11. (2) Reactant: [CH:1]([C:3]1[N:4]=[CH:5][S:6][C:7]=1[CH2:8][S:9][C:10]1[N:15]=[C:14]([OH:16])[CH:13]=[C:12]([C:17]([F:20])([F:19])[F:18])[N:11]=1)=[CH2:2].B.C1C[O:25]CC1.OO.O. Product: [OH:25][CH:1]([C:3]1[N:4]=[CH:5][S:6][C:7]=1[CH2:8][S:9][C:10]1[N:15]=[C:14]([OH:16])[CH:13]=[C:12]([C:17]([F:20])([F:19])[F:18])[N:11]=1)[CH3:2]. The catalyst class is: 1. (3) Reactant: [CH2:1]([N:4]([CH2:13][CH2:14][CH3:15])[C:5](/[CH:7]=[C:8](\[CH3:12])/[C:9]([OH:11])=[O:10])=[O:6])[CH2:2][CH3:3]. Product: [CH2:13]([N:4]([CH2:1][CH2:2][CH3:3])[C:5](=[O:6])[CH2:7][CH:8]([CH3:12])[C:9]([OH:11])=[O:10])[CH2:14][CH3:15]. The catalyst class is: 304. (4) Reactant: [N:1]([CH2:4][C@H:5]([NH:10][C:11]([C:13]1[N:17]2[CH:18]=[CH:19][CH:20]=[C:21]([O:22][CH2:23][C:24]3[C:29]([F:30])=[CH:28][CH:27]=[CH:26][C:25]=3[F:31])[C:16]2=[N:15][C:14]=1[CH3:32])=[O:12])[CH2:6][CH2:7][CH2:8][CH3:9])=[N+]=[N-].C1(P(C2C=CC=CC=2)C2C=CC=CC=2)C=CC=CC=1. Product: [NH2:1][CH2:4][C@H:5]([NH:10][C:11]([C:13]1[N:17]2[CH:18]=[CH:19][CH:20]=[C:21]([O:22][CH2:23][C:24]3[C:25]([F:31])=[CH:26][CH:27]=[CH:28][C:29]=3[F:30])[C:16]2=[N:15][C:14]=1[CH3:32])=[O:12])[CH2:6][CH2:7][CH2:8][CH3:9]. The catalyst class is: 20.